Dataset: Full USPTO retrosynthesis dataset with 1.9M reactions from patents (1976-2016). Task: Predict the reactants needed to synthesize the given product. (1) Given the product [Cl:26][C:20]1[CH:21]=[C:22]([F:25])[CH:23]=[CH:24][C:19]=1[C:17]1[N:28]=[N:29][C:2]2[CH:1]3[CH2:7][CH:4]([C:3]=2[CH:16]=1)[CH2:5][CH2:6]3, predict the reactants needed to synthesize it. The reactants are: [CH:1]12[CH2:7][CH:4]([CH2:5][CH2:6]1)[C:3](=O)[C:2]2=O.COP([CH2:16][C:17]([C:19]1[CH:24]=[CH:23][C:22]([F:25])=[CH:21][C:20]=1[Cl:26])=O)(=O)OC.O.[NH2:28][NH2:29]. (2) Given the product [CH:25]1([S:22]([N:19]2[CH2:20][CH2:21][CH:16]([C:13]3[C:12]4[C:7](=[CH:8][CH:9]=[C:10]([F:30])[CH:11]=4)[CH:6]=[C:5]([CH2:4][C:3]([OH:31])=[O:2])[C:14]=3[CH3:15])[CH2:17][CH2:18]2)(=[O:23])=[O:24])[CH2:26][CH2:27][CH2:28][CH2:29]1, predict the reactants needed to synthesize it. The reactants are: C[O:2][C:3](=[O:31])[CH2:4][C:5]1[C:14]([CH3:15])=[C:13]([CH:16]2[CH2:21][CH2:20][N:19]([S:22]([CH:25]3[CH2:29][CH2:28][CH2:27][CH2:26]3)(=[O:24])=[O:23])[CH2:18][CH2:17]2)[C:12]2[C:7](=[CH:8][CH:9]=[C:10]([F:30])[CH:11]=2)[CH:6]=1.O.[OH-].[Li+]. (3) Given the product [NH2:34][C:32]1[CH:31]=[C:30]([NH:35][C:2]2[N:11]=[C:10]([N:12]3[CH2:17][CH2:16][CH2:15][C@@H:14]([NH:18][C:19](=[O:25])[O:20][C:21]([CH3:24])([CH3:22])[CH3:23])[CH2:13]3)[C:9]3[CH2:8][CH2:7][CH2:6][CH2:5][C:4]=3[N:3]=2)[CH:29]=[C:28]([C:27]([F:26])([F:36])[F:37])[CH:33]=1, predict the reactants needed to synthesize it. The reactants are: Cl[C:2]1[N:11]=[C:10]([N:12]2[CH2:17][CH2:16][CH2:15][C@@H:14]([NH:18][C:19](=[O:25])[O:20][C:21]([CH3:24])([CH3:23])[CH3:22])[CH2:13]2)[C:9]2[CH2:8][CH2:7][CH2:6][CH2:5][C:4]=2[N:3]=1.[F:26][C:27]([F:37])([F:36])[C:28]1[CH:29]=[C:30]([NH2:35])[CH:31]=[C:32]([NH2:34])[CH:33]=1. (4) Given the product [OH:29][C@H:27]([CH3:28])[C@@H:14]([NH:13][C:6]1[C:7]2[C:12](=[CH:11][CH:10]=[CH:9][CH:8]=2)[C:3]([C:1]#[N:2])=[CH:4][CH:5]=1)[C:15]1[O:16][C:19]([C:20]2[CH:21]=[CH:22][CH:23]=[CH:24][CH:25]=2)=[N:18][N:17]=1, predict the reactants needed to synthesize it. The reactants are: [C:1]([C:3]1[C:12]2[C:7](=[CH:8][CH:9]=[CH:10][CH:11]=2)[C:6]([NH:13][C@H:14]([C@H:27]([OH:29])[CH3:28])[C:15]([NH:17][NH:18][C:19](=O)[C:20]2[CH:25]=[CH:24][CH:23]=[CH:22][CH:21]=2)=[O:16])=[CH:5][CH:4]=1)#[N:2].C(NP1(N(CC)CC)N(C)CCCN1C)(C)(C)C. (5) Given the product [N:26]1([CH2:24][CH2:23][CH2:22][C:19]2[CH:18]=[CH:17][C:16]([C:14]3[CH:13]=[N:12][C:11]4[N:10]([N:9]=[CH:8][C:7]=4[C:1]4[CH:6]=[CH:5][CH:4]=[CH:3][CH:2]=4)[CH:15]=3)=[CH:21][CH:20]=2)[CH2:31][CH2:30][O:29][CH2:28][CH2:27]1, predict the reactants needed to synthesize it. The reactants are: [C:1]1([C:7]2[CH:8]=[N:9][N:10]3[CH:15]=[C:14]([C:16]4[CH:21]=[CH:20][C:19]([CH2:22][CH2:23][CH:24]=O)=[CH:18][CH:17]=4)[CH:13]=[N:12][C:11]=23)[CH:6]=[CH:5][CH:4]=[CH:3][CH:2]=1.[NH:26]1[CH2:31][CH2:30][O:29][CH2:28][CH2:27]1.C(O)(=O)C.C(O[BH-](OC(=O)C)OC(=O)C)(=O)C.[Na+].